From a dataset of Reaction yield outcomes from USPTO patents with 853,638 reactions. Predict the reaction yield, written as a fraction of the theoretical maximum amount of product (1.0 means a 100% yield; for example, 0.34 means a 34% yield). (1) The product is [Cl:10][C:11]1[N:16]=[C:15]([NH:17][C:2]2[CH:7]=[C:6]([CH3:8])[CH:5]=[C:4]([CH3:9])[CH:3]=2)[C:14]([CH3:18])=[CH:13][N:12]=1. The reactants are Br[C:2]1[CH:7]=[C:6]([CH3:8])[CH:5]=[C:4]([CH3:9])[CH:3]=1.[Cl:10][C:11]1[N:16]=[C:15]([NH2:17])[C:14]([CH3:18])=[CH:13][N:12]=1.CC1(C)C2C(=C(P(C3C=CC=CC=3)C3C=CC=CC=3)C=CC=2)OC2C(P(C3C=CC=CC=3)C3C=CC=CC=3)=CC=CC1=2.CC(C)([O-])C.[K+]. The yield is 0.500. The catalyst is O1CCOCC1.CC(O)=O.CC(O)=O.[Pd]. (2) The reactants are [NH3:1].[Cl:2][C:3]1[N:4]=[CH:5][N:6]([C:8]2[C:13]([F:14])=[CH:12][C:11]([N:15]=[C:16]=[S:17])=[CH:10][C:9]=2[F:18])[CH:7]=1. No catalyst specified. The product is [Cl:2][C:3]1[N:4]=[CH:5][N:6]([C:8]2[C:9]([F:18])=[CH:10][C:11]([NH:15][C:16]([NH2:1])=[S:17])=[CH:12][C:13]=2[F:14])[CH:7]=1. The yield is 1.00. (3) The reactants are C([O:8][C:9]1[C:14](=[O:15])[N:13]=[C:12]([CH2:16][C:17]2([C:22]3[CH:31]=[CH:30][C:29]4[C:24](=[CH:25][CH:26]=[CH:27][CH:28]=4)[CH:23]=3)[CH2:21][CH2:20][CH2:19][CH2:18]2)[N:11]2[CH2:32][CH2:33][N:34]([CH:37]([CH3:39])[CH3:38])[C:35](=[O:36])[C:10]=12)C1C=CC=CC=1.ClC1C=CC(Cl)=CC=1C1(CC2N3CCN(C(C)C)C(=O)C3=C(O)C(=O)N=2)CCCC1. No catalyst specified. The product is [OH:8][C:9]1[C:14](=[O:15])[N:13]=[C:12]([CH2:16][C:17]2([C:22]3[CH:31]=[CH:30][C:29]4[C:24](=[CH:25][CH:26]=[CH:27][CH:28]=4)[CH:23]=3)[CH2:21][CH2:20][CH2:19][CH2:18]2)[N:11]2[CH2:32][CH2:33][N:34]([CH:37]([CH3:39])[CH3:38])[C:35](=[O:36])[C:10]=12. The yield is 0.431.